From a dataset of Forward reaction prediction with 1.9M reactions from USPTO patents (1976-2016). Predict the product of the given reaction. (1) Given the reactants [CH3:1][C:2]([OH:13])([CH3:12])[CH2:3][N:4]1[CH:8]=[C:7]([N+:9]([O-:11])=[O:10])[CH:6]=[N:5]1.[CH3:14][Si:15](Cl)([CH3:17])[CH3:16].N1C=CN=C1, predict the reaction product. The product is: [CH3:12][C:2]([O:13][Si:15]([CH3:17])([CH3:16])[CH3:14])([CH3:1])[CH2:3][N:4]1[CH:8]=[C:7]([N+:9]([O-:11])=[O:10])[CH:6]=[N:5]1. (2) Given the reactants [CH2:1]([C@H:7]1[C@H:10]([CH2:11][C@H:12]([OH:24])[CH2:13][CH2:14][CH2:15][CH2:16][CH2:17][CH2:18][CH2:19][CH2:20][CH2:21][CH2:22][CH3:23])[O:9][C:8]1=[O:25])[CH2:2][CH2:3][CH2:4][CH2:5][CH3:6].C1(P(C2C=CC=CC=2)C2C=CC=CC=2)C=CC=CC=1.[CH:45]([NH:47][C@H:48]([C:53](O)=[O:54])[CH2:49][CH:50]([CH3:52])[CH3:51])=[O:46].CC(OC(/N=N/C(OC(C)C)=O)=O)C, predict the reaction product. The product is: [CH3:23][CH2:22][CH2:21][CH2:20][CH2:19][CH2:18][CH2:17][CH2:16][CH2:15][CH2:14][CH2:13][C@H:12]([O:24][C:53]([C@@H:48]([NH:47][CH:45]=[O:46])[CH2:49][CH:50]([CH3:52])[CH3:51])=[O:54])[CH2:11][C@@H:10]1[O:9][C:8](=[O:25])[C@H:7]1[CH2:1][CH2:2][CH2:3][CH2:4][CH2:5][CH3:6].